From a dataset of Peptide-MHC class I binding affinity with 185,985 pairs from IEDB/IMGT. Regression. Given a peptide amino acid sequence and an MHC pseudo amino acid sequence, predict their binding affinity value. This is MHC class I binding data. (1) The peptide sequence is RVYAELAAL. The MHC is HLA-B18:01 with pseudo-sequence HLA-B18:01. The binding affinity (normalized) is 0.160. (2) The peptide sequence is TPSGTWLTY. The MHC is HLA-A01:01 with pseudo-sequence HLA-A01:01. The binding affinity (normalized) is 0. (3) The peptide sequence is LYIIHKQAPL. The MHC is H-2-Kd with pseudo-sequence YVAFYEQRASDWFVSTAYFRFQFYTWADYAYEWY. The binding affinity (normalized) is 0.208. (4) The peptide sequence is HHIWQNLL. The binding affinity (normalized) is 0.102. The MHC is HLA-B44:02 with pseudo-sequence HLA-B44:02. (5) The peptide sequence is REQASYLYV. The MHC is HLA-B57:01 with pseudo-sequence HLA-B57:01. The binding affinity (normalized) is 0.0847. (6) The peptide sequence is TFMDGTPEL. The MHC is HLA-A01:01 with pseudo-sequence HLA-A01:01. The binding affinity (normalized) is 0.0847. (7) The peptide sequence is VEMGIKNGP. The MHC is HLA-B08:01 with pseudo-sequence HLA-B08:01. The binding affinity (normalized) is 0.0847.